The task is: Binary Classification. Given a miRNA mature sequence and a target amino acid sequence, predict their likelihood of interaction.. This data is from Experimentally validated miRNA-target interactions with 360,000+ pairs, plus equal number of negative samples. (1) The miRNA is mmu-miR-328-3p with sequence CUGGCCCUCUCUGCCCUUCCGU. The protein sequence of the target gene is MFSRRSHGDVKKSTQKVLDPKKDVLTRLKHLRALLDNVDANDLKQFFETNYSQIYFIFYENFIALENSLKLKGNNKSQREELDSILFLFEKILQFLPERIFFRWHYQSIGSTLKKLLHTGNSIKIRCEGIRLFLLWLQALQTNCAEEQVLIFACLVPGFPAVMSSRGPCTLETLINPSPSVADVKIYPEEITPLLPAISGEKIAEDQTCFFLQILLKYMVIQAASLEWKNKENQDTGFKFLFTLFRKYYLPHLFPSFTKLTNIYKPVLDIPHLRPKPVYITTTRDNENIYSTKIPYMAAR.... Result: 0 (no interaction). (2) The miRNA is hsa-miR-365a-3p with sequence UAAUGCCCCUAAAAAUCCUUAU. The protein sequence of the target gene is MTRWARVSTTYNKRPLPATSWEDMKKGSFEGTSQNLPKRKQLEANRLSLKNDAPQAKHKKNKKKKEYLNEDVNGFMEYLRQNSQMVHNGQIIATDSEEVREEIAVALKKDSRREGRRLKRQAAKKNAMVCFHCRKPGHGIADCPAALENQDMGTGICYRCGSTEHEITKCKAKVDPALGEFPFAKCFVCGEMGHLSRSCPDNPKGLYADGGGCKLCGSVEHLKKDCPESQNSERMVTVGRWAKGMSADYEEILDVPKPQKPKTKIPKVVNF. Result: 0 (no interaction). (3) The miRNA is mmu-miR-467h with sequence AUAAGUGUGUGCAUGUAUAUGU. The protein sequence of the target gene is MRAVPLPLSRTASLSLGFLLLLSLCLDPGQAKELKFVTLVFRHGDRGPIETFPTDPITESSWPQGFGQLTQWGMEQHYELGSYIRKRYGRFLNDTYKHDQIYIRSTDVDRTLMSAMTNLAALFPPEGISIWNPRLLWQPIPVHTVSLSEDRLLYLPFRDCPRFEELKSETLESEEFLKRLHPYKSFLDTLSSLSGFDDQDLFGIWSKVYDPLFCESVHNFTLPSWATEDAMIKLKELSELSLLSLYGIHKQKEKSRLQGGVLVNEILKNMKLATQPQKYKKLVMYSAHDTTVSGLQMALD.... Result: 0 (no interaction).